From a dataset of Catalyst prediction with 721,799 reactions and 888 catalyst types from USPTO. Predict which catalyst facilitates the given reaction. (1) Reactant: [Cl:1][C:2]1[C:3]([O:29][C:30]2[CH:35]=[CH:34][C:33]([C:36]3[CH:41]=[CH:40][CH:39]=[CH:38][CH:37]=3)=[CH:32][C:31]=2[C:42]2[CH:47]=[CH:46][N:45]=[N:44][CH:43]=2)=[CH:4][C:5]([F:28])=[C:6]([S:8]([N:11](CC2C=CC(OC)=CC=2OC)[C:12]2[S:13][CH:14]=[N:15][N:16]=2)(=[O:10])=[O:9])[CH:7]=1. Product: [Cl:1][C:2]1[C:3]([O:29][C:30]2[CH:35]=[CH:34][C:33]([C:36]3[CH:37]=[CH:38][CH:39]=[CH:40][CH:41]=3)=[CH:32][C:31]=2[C:42]2[CH:47]=[CH:46][N:45]=[N:44][CH:43]=2)=[CH:4][C:5]([F:28])=[C:6]([S:8]([NH:11][C:12]2[S:13][CH:14]=[N:15][N:16]=2)(=[O:9])=[O:10])[CH:7]=1. The catalyst class is: 55. (2) Reactant: [F:1][C:2]([F:15])([C:8]1[CH:13]=[N:12][C:11]([CH3:14])=[CH:10][N:9]=1)[C:3](OCC)=[O:4].[BH4-].[Na+]. Product: [F:15][C:2]([F:1])([C:8]1[CH:13]=[N:12][C:11]([CH3:14])=[CH:10][N:9]=1)[CH2:3][OH:4]. The catalyst class is: 8.